This data is from Experimentally validated miRNA-target interactions with 360,000+ pairs, plus equal number of negative samples. The task is: Binary Classification. Given a miRNA mature sequence and a target amino acid sequence, predict their likelihood of interaction. The miRNA is hsa-miR-1910-3p with sequence GAGGCAGAAGCAGGAUGACA. The protein sequence of the target gene is MATKESRDAKAQLALSSSANQSKEVPENPNYALKCTLVGHTEAVSSVKFSPNGEWLASSSADRLIIIWGAYDGKYEKTLYGHNLEISDVAWSSDSSRLVSASDDKTLKLWDVRSGKCLKTLKGHSNYVFCCNFNPPSNLIISGSFDETVKIWEVKTGKCLKTLSAHSDPVSAVHFNCSGSLIVSGSYDGLCRIWDAASGQCLKTLVDDDNPPVSFVKFSPNGKYILTATLDNTLKLWDYSRGRCLKTYTGHKNEKYCIFANFSVTGGKWIVSGSEDNLVYIWNLQTKEIVQKLQGHTDVV.... Result: 1 (interaction).